From a dataset of Full USPTO retrosynthesis dataset with 1.9M reactions from patents (1976-2016). Predict the reactants needed to synthesize the given product. (1) Given the product [CH3:1][C:2]1[N:6]=[C:5]([C:7]2[C:8]3[CH2:25][CH2:24][CH2:23][C:9]=3[S:10][C:11]=2[NH:12][C:37]([C:27]2[CH:26]3[CH2:33][CH2:32][CH:29]([CH2:30][CH2:31]3)[C:28]=2[C:34]([OH:36])=[O:35])=[O:38])[O:4][N:3]=1, predict the reactants needed to synthesize it. The reactants are: [CH3:1][C:2]1[N:6]=[C:5]([C:7]2[C:8]3[CH2:25][CH2:24][CH2:23][C:9]=3[S:10][C:11]=2[NH:12]C(C2CCCC=2C(O)=O)=O)[O:4][N:3]=1.[CH:26]12[CH2:33][CH2:32][CH:29]([CH2:30][CH2:31]1)[C:28]1[C:34]([O:36][C:37](=[O:38])[C:27]2=1)=[O:35]. (2) Given the product [N+:1]([C:4]1[CH:5]=[CH:6][C:7]([N:15]2[CH2:16][CH2:17][N:18]([C:21](=[O:23])[CH3:22])[CH2:19][CH2:20]2)=[N:8][C:9]=1[O:10][CH:11]1[CH2:12][S:13](=[O:29])[CH2:14]1)([O-:3])=[O:2], predict the reactants needed to synthesize it. The reactants are: [N+:1]([C:4]1[CH:5]=[CH:6][C:7]([N:15]2[CH2:20][CH2:19][N:18]([C:21](=[O:23])[CH3:22])[CH2:17][CH2:16]2)=[N:8][C:9]=1[O:10][CH:11]1[CH2:14][S:13][CH2:12]1)([O-:3])=[O:2].ClC1C=C(C=CC=1)C(OO)=[O:29]. (3) Given the product [CH3:24][C:23]1[C:8]2[C:7](=[C:12]([NH:13][C:14]3[C:19]([CH3:20])=[CH:18][C:17]([CH3:21])=[CH:16][C:15]=3[CH3:22])[CH:11]=[CH:10][CH:9]=2)[C:6](=[O:5])[NH:3][N:2]=1, predict the reactants needed to synthesize it. The reactants are: O.[NH2:2][NH2:3].C[O:5][C:6](=O)[C:7]1[C:12]([NH:13][C:14]2[C:19]([CH3:20])=[CH:18][C:17]([CH3:21])=[CH:16][C:15]=2[CH3:22])=[CH:11][CH:10]=[CH:9][C:8]=1[C:23](=O)[CH3:24]. (4) Given the product [C:1]1([C@H:7]([NH:12][C:13]([O:15][C:16]([CH3:19])([CH3:18])[CH3:17])=[O:14])[CH2:8][NH:9][S:33]([C:29]2[CH:28]=[C:27]3[C:32](=[CH:31][CH:30]=2)[N:24]([C:22](=[O:23])[C:21]([F:38])([F:20])[F:37])[CH2:25][CH2:26]3)(=[O:34])=[O:35])[CH:6]=[CH:5][CH:4]=[CH:3][CH:2]=1, predict the reactants needed to synthesize it. The reactants are: [C:1]1([C@H:7]([NH:12][C:13]([O:15][C:16]([CH3:19])([CH3:18])[CH3:17])=[O:14])[CH2:8][N:9]=[N+]=[N-])[CH:6]=[CH:5][CH:4]=[CH:3][CH:2]=1.[F:20][C:21]([F:38])([F:37])[C:22]([N:24]1[C:32]2[C:27](=[CH:28][C:29]([S:33](Cl)(=[O:35])=[O:34])=[CH:30][CH:31]=2)[CH2:26][CH2:25]1)=[O:23].O.